This data is from Reaction yield outcomes from USPTO patents with 853,638 reactions. The task is: Predict the reaction yield, written as a fraction of the theoretical maximum amount of product (1.0 means a 100% yield; for example, 0.34 means a 34% yield). (1) The yield is 0.310. The catalyst is C(Cl)Cl. The product is [CH3:62][C:61]1[CH:60]=[C:59]([CH3:63])[NH:58][C:57](=[O:64])[C:56]=1[CH2:55][NH:54][C:19]([C:8]1[C:7]2[C:6]([CH3:22])=[N:5][N:4]([CH:1]([CH3:2])[CH3:3])[C:12]=2[CH:11]=[C:10]([C:13]2[CH:14]=[N:15][CH:16]=[CH:17][CH:18]=2)[CH:9]=1)=[O:21]. The reactants are [CH:1]([N:4]1[C:12]2[CH:11]=[C:10]([C:13]3[CH:14]=[N:15][CH:16]=[CH:17][CH:18]=3)[CH:9]=[C:8]([C:19]([OH:21])=O)[C:7]=2[C:6]([CH3:22])=[N:5]1)([CH3:3])[CH3:2].CCN=C=NCCCN(C)C.Cl.C1C=CC2N(O)N=NC=2C=1.CCN(C(C)C)C(C)C.[NH2:54][CH2:55][C:56]1[C:57](=[O:64])[NH:58][C:59]([CH3:63])=[CH:60][C:61]=1[CH3:62]. (2) The reactants are F[C:2](F)(F)[C:3](O)=O.[F:8][C:9]1[CH:17]=[CH:16][C:15]2[N:14]([C:18]3[CH:19]=[N:20][N:21]4[CH2:26][CH2:25][NH:24][CH2:23][C:22]=34)[C:13]3[CH:27]=[N:28][NH:29][C:12]=3[C:11]=2[CH:10]=1.C(=O)C.N1C=CC=CC=1.B. The catalyst is CO. The product is [CH2:2]([N:24]1[CH2:25][CH2:26][N:21]2[N:20]=[CH:19][C:18]([N:14]3[C:15]4[CH:16]=[CH:17][C:9]([F:8])=[CH:10][C:11]=4[C:12]4[NH:29][N:28]=[CH:27][C:13]3=4)=[C:22]2[CH2:23]1)[CH3:3]. The yield is 0.300.